From a dataset of Forward reaction prediction with 1.9M reactions from USPTO patents (1976-2016). Predict the product of the given reaction. (1) Given the reactants Cl[CH2:2][C:3]([O:5][CH:6]1[CH:10]2[O:11][C:12](=[O:19])[CH:13]3[CH:14]([C:15]([O:17][CH3:18])=[O:16])[CH:7]1[CH2:8][CH:9]23)=[O:4].CN(C)C=O.[C:25]([O-:30])(=[O:29])[C:26]([CH3:28])=[CH2:27].[Na+].[I-].[Na+], predict the reaction product. The product is: [C:25]([O:30][CH2:2][C:3]([O:5][CH:6]1[CH:10]2[O:11][C:12](=[O:19])[CH:13]3[CH:14]([C:15]([O:17][CH3:18])=[O:16])[CH:7]1[CH2:8][CH:9]23)=[O:4])(=[O:29])[C:26]([CH3:28])=[CH2:27]. (2) Given the reactants Cl[CH2:2][CH2:3][CH2:4][S:5]([NH:8][CH2:9][CH2:10][O:11][CH2:12][CH2:13][N:14]1[C:22]2[C:21]([CH3:23])=[C:20]([CH3:24])[N:19]3[N:25]=[N:26][N:27]=[C:18]3[C:17]=2[N:16]=[C:15]1[CH2:28][CH3:29])(=[O:7])=[O:6], predict the reaction product. The product is: [O:6]=[S:5]1(=[O:7])[CH2:4][CH2:3][CH2:2][N:8]1[CH2:9][CH2:10][O:11][CH2:12][CH2:13][N:14]1[C:22]2[C:21]([CH3:23])=[C:20]([CH3:24])[N:19]3[N:25]=[N:26][N:27]=[C:18]3[C:17]=2[N:16]=[C:15]1[CH2:28][CH3:29]. (3) The product is: [CH:1]([C:3]1[CH:17]=[CH:16][C:6]([O:7][C:8]2[CH:15]=[CH:14][C:11]([C:12]([NH2:13])=[O:19])=[CH:10][N:9]=2)=[CH:5][CH:4]=1)=[O:2]. Given the reactants [CH:1]([C:3]1[CH:17]=[CH:16][C:6]([O:7][C:8]2[CH:15]=[CH:14][C:11]([C:12]#[N:13])=[CH:10][N:9]=2)=[CH:5][CH:4]=1)=[O:2].C([O-])([O-])=[O:19].[K+].[K+].OO, predict the reaction product.